This data is from Reaction yield outcomes from USPTO patents with 853,638 reactions. The task is: Predict the reaction yield, written as a fraction of the theoretical maximum amount of product (1.0 means a 100% yield; for example, 0.34 means a 34% yield). (1) The reactants are [F:1][C:2]1[CH:3]=[CH:4][C:5]([OH:17])=[C:6]([C:8](=[O:16])[CH2:9][C:10]2[CH:15]=[CH:14][CH:13]=[CH:12][CH:11]=2)[CH:7]=1.[C:18](OC(=O)CC)(=O)[CH2:19][CH3:20].Cl. The catalyst is C(N(CC)CC)C. The product is [CH2:19]([C:20]1[O:17][C:5]2[C:6]([C:8](=[O:16])[C:9]=1[C:10]1[CH:15]=[CH:14][CH:13]=[CH:12][CH:11]=1)=[CH:7][C:2]([F:1])=[CH:3][CH:4]=2)[CH3:18]. The yield is 0.650. (2) The reactants are [Br:1][C:2]1[C:3]([CH3:19])=[C:4]([N:8]2[C:16](=[O:17])[CH:15]3[CH:10]([CH2:11][CH2:12][CH2:13][CH2:14]3)[C:9]2=[O:18])[CH:5]=[CH:6][CH:7]=1.[BH4-].[Na+]. The catalyst is CO. The product is [Br:1][C:2]1[C:3]([CH3:19])=[C:4]([N:8]2[CH:16]([OH:17])[CH:15]3[CH:10]([CH2:11][CH2:12][CH2:13][CH2:14]3)[C:9]2=[O:18])[CH:5]=[CH:6][CH:7]=1. The yield is 0.870. (3) The reactants are [CH:1]([N:4]1[CH:8]=[C:7]([N+:9]([O-])=O)[CH:6]=[N:5]1)([CH3:3])[CH3:2]. The catalyst is CCO.[Pd]. The product is [CH:1]([N:4]1[CH:8]=[C:7]([NH2:9])[CH:6]=[N:5]1)([CH3:3])[CH3:2]. The yield is 0.750. (4) The reactants are [N:1]1[NH:2][C:3](=[O:11])[CH:4]=[C:5]2[CH2:10][CH2:9][CH2:8][O:7][C:6]=12.[H-].[Na+].C1C=CC(N([S:21]([C:24]([F:27])([F:26])[F:25])(=[O:23])=[O:22])[S:21]([C:24]([F:27])([F:26])[F:25])(=[O:23])=[O:22])=CC=1. The catalyst is CN(C=O)C.C(OCC)(=O)C. The product is [F:25][C:24]([F:27])([F:26])[S:21]([O:11][C:3]1[N:2]=[N:1][C:6]2[O:7][CH2:8][CH2:9][CH2:10][C:5]=2[CH:4]=1)(=[O:23])=[O:22]. The yield is 0.800. (5) The reactants are [CH3:1][C:2]1[C:7]([C:8](=[O:22])[CH2:9][O:10][C:11]2[CH:16]=[CH:15][C:14]([CH2:17][C:18]([O:20]C)=[O:19])=[CH:13][CH:12]=2)=[CH:6][CH:5]=[CH:4][N:3]=1.[OH-].[Na+].O. The catalyst is C1COCC1. The product is [CH3:1][C:2]1[C:7]([C:8](=[O:22])[CH2:9][O:10][C:11]2[CH:16]=[CH:15][C:14]([CH2:17][C:18]([OH:20])=[O:19])=[CH:13][CH:12]=2)=[CH:6][CH:5]=[CH:4][N:3]=1. The yield is 0.640. (6) The reactants are [F:1][C:2]1[CH:7]=[C:6]([O:8][CH3:9])[CH:5]=[CH:4][C:3]=1[C:10]([O:14][Si](C)(C)C)([CH3:13])[C:11]#[N:12].[ClH:19]. The catalyst is C1COCC1.C(OCC)C. The product is [ClH:19].[F:1][C:2]1[CH:7]=[C:6]([O:8][CH3:9])[CH:5]=[CH:4][C:3]=1[C:10]([OH:14])([CH3:13])[CH2:11][NH2:12]. The yield is 1.00. (7) The reactants are [P:1]([O-:18])([O:10][CH2:11][C:12]1[CH:17]=[CH:16][CH:15]=[CH:14][CH:13]=1)[O:2][CH2:3][C:4]1[CH:9]=[CH:8][CH:7]=[CH:6][CH:5]=1.C=O.N1C=CC=CC=1.[F:27][C:28]([F:41])([F:40])[S:29]([O:32]S(C(F)(F)F)(=O)=O)(=[O:31])=[O:30]. The catalyst is C1COCC1.CCCCCC.C(OCC)(=O)C. The product is [PH:1](=[O:18])([O:10][CH2:11][C:12]1[CH:17]=[CH:16][CH:15]=[CH:14][CH:13]=1)[O:2][CH2:3][C:4]1[CH:9]=[CH:8][CH:7]=[CH:6][CH:5]=1.[OH:32][S:29]([C:28]([F:41])([F:40])[F:27])(=[O:31])=[O:30]. The yield is 0.410.